The task is: Predict the reactants needed to synthesize the given product.. This data is from Full USPTO retrosynthesis dataset with 1.9M reactions from patents (1976-2016). (1) Given the product [F:27][C:2]([F:1])([F:28])[C:3]1[CH:8]=[CH:7][C:6]([N:9]2[CH2:10][CH2:11][N:12]([S:15]([C:18]3[CH:19]=[C:20]4[C:24](=[CH:25][CH:26]=3)[NH:23][CH:22]=[CH:21]4)(=[O:17])=[O:16])[CH2:13][CH2:14]2)=[CH:5][CH:4]=1, predict the reactants needed to synthesize it. The reactants are: [F:1][C:2]([F:28])([F:27])[C:3]1[CH:8]=[CH:7][C:6]([N:9]2[CH2:14][CH2:13][N:12]([S:15]([C:18]3[CH:19]=[C:20]4[C:24](=[CH:25][CH:26]=3)[NH:23][CH2:22][CH2:21]4)(=[O:17])=[O:16])[CH2:11][CH2:10]2)=[CH:5][CH:4]=1.C(C1C(=O)C(Cl)=C(Cl)C(=O)C=1C#N)#N. (2) Given the product [CH2:1]([N:3]([C@H:4]([CH2:5][C:6]([NH:32][NH:31][C:29](=[O:30])[C:28]1[CH:27]=[CH:26][C:25]([F:24])=[CH:34][CH:33]=1)=[O:8])[CH3:9])[C:10](=[O:23])[C:11]1[CH:16]=[C:15]([CH3:17])[CH:14]=[CH:13][C:12]=1[N:18]1[N:22]=[CH:21][CH:20]=[N:19]1)[CH3:2], predict the reactants needed to synthesize it. The reactants are: [CH2:1]([N:3]([C:10](=[O:23])[C:11]1[CH:16]=[C:15]([CH3:17])[CH:14]=[CH:13][C:12]=1[N:18]1[N:22]=[CH:21][CH:20]=[N:19]1)[C@@H:4]([CH3:9])[CH2:5][C:6]([OH:8])=O)[CH3:2].[F:24][C:25]1[CH:34]=[CH:33][C:28]([C:29]([NH:31][NH2:32])=[O:30])=[CH:27][CH:26]=1.